Dataset: Experimentally validated miRNA-target interactions with 360,000+ pairs, plus equal number of negative samples. Task: Binary Classification. Given a miRNA mature sequence and a target amino acid sequence, predict their likelihood of interaction. (1) The miRNA is hsa-miR-4449 with sequence CGUCCCGGGGCUGCGCGAGGCA. The protein sequence of the target gene is MRMTMEEMKNEAETTSMVSMPLYAVMYPVFNELERVNLSAAQTLRAAFIKAEKENPGLTQDIIMKILEKKSVEVNFTESLLRMAADDVEEYMIERPEPEFQDLNEKARALKQILSKIPDEINDRVRFLQTIKDIASAIKELLDTVNNVFKKYQYQNRRALEHQKKEFVKYSKSFSDTLKTYFKDGKAINVFISANRLIHQTNLILQTFKTVA. Result: 0 (no interaction). (2) The miRNA is mmu-miR-3065-5p with sequence UCAACAAAAUCACUGAUGCUGG. The protein sequence of the target gene is MGDMTNSDFYSKNQRNESSHGGEFGCTMEELRSLMELRGTEAVVKIKETYGDTEAICRRLKTSPVEGLPGTAPDLEKRKQIFGQNFIPPKKPKTFLQLVWEALQDVTLIILEIAAIISLGLSFYHPPGESNEGCATAQGGAEDEGEAEAGWIEGAAILLSVICVVLVTAFNDWSKEKQFRGLQSRIEQEQKFTVVRAGQVVQIPVAEIVVGDIAQIKYGDLLPADGLFIQGNDLKIDESSLTGESDQVRKSVDKDPMLLSGTHVMEGSGRMVVTAVGVNSQTGIIFTLLGAGGEEEEKKD.... Result: 1 (interaction). (3) The miRNA is hsa-miR-2277-5p with sequence AGCGCGGGCUGAGCGCUGCCAGUC. The protein sequence of the target gene is MEQTVLVPPGPDSFNFFTRESLAAIERRIAEEKAKNPKPDKKDDDENGPKPNSDLEAGKNLPFIYGDIPPEMVSEPLEDLDPYYINKKTFIVLNKGKAIFRFSATSALYILTPFNPLRKIAIKILVHSLFSMLIMCTILTNCVFMTMSNPPDWTKNVEYTFTGIYTFESLIKIIARGFCLEDFTFLRDPWNWLDFTVITFAYVTEFVDLGNVSALRTFRVLRALKTISVIPGLKTIVGALIQSVKKLSDVMILTVFCLSVFALIGLQLFMGNLRNKCVQWPPTNASLEEHSIEKNITMDY.... Result: 0 (no interaction). (4) The miRNA is mmu-miR-1839-3p with sequence AGACCUACUUAUCUACCAACAGC. The protein sequence of the target gene is MGCNRNCGLIAGAVIGAVLAVFGGILMPVGDMLIEKTIKKEVVLEEGTIAFKNWVKTGTDVYRQFWIFDVQNPDEVTVNSSKIKVKQRGPYTYRVRYLAKENITQDPETHTVSFLQPNGAIFEPSLSVGTEDDTFTILNLAVAAAPQLYPNTFMQGILNSFIKKSKSSMFQNRTLKELLWGYTDPFLNLVPYPITTTIGVFYPYNNTADGIYKVFNGKDDISKVAIIDTYKGRKNLSYWSSYCDLINGTDAASFPPFVEKTRVLQFFSSDICRSIYAVFGAEINLKGIPVYRFILPSFAF.... Result: 0 (no interaction). (5) The miRNA is hsa-miR-142-3p with sequence UGUAGUGUUUCCUACUUUAUGGA. The protein sequence of the target gene is MEEAELVKGRLQAITDKRKIQEEISQKRLKIEEEKLKHQHLKKKALREKWLLDGIGSGKEHEEMRKQNQQDQHQTQVLEQSILRLEKEIQDLEKAELQISANEEAILKKLKSIEKTTEDIIRSVKVEKEENPEESIEDIYANIPDLPSSYIPSRLRKERNEGPDDEQNRKALYAMEIKVEKDLKTGESVVLSSIPLPSDDFKSTGIKVYEDRQKSVYAVSSNQNTTYNGTDGLAPVEVEDLLRQASERNSKSPTEYHEPVYANPFCRPVTPQRERVISPGPNFQERIMMKTNGLGNHANE.... Result: 0 (no interaction). (6) The miRNA is mmu-miR-324-3p with sequence CCACUGCCCCAGGUGCUGCU. The protein sequence of the target gene is MFNLMKKDKDKDGGRKEKKEKKEKKERMSAAELRSLEEMSMRRGFFNLNRSSKRESKTRLEISNPIPIKVASGSDLHLTDIDSDSNRGSIILDSGHLSTASSSDDLKGEEGSFRGSVLQRAAKFGSLAKQNSQMIVKRFSFSQRSRDESASETSTPSEHSAAPSPQVEVRTLEGQLMQHPGLGIPRPGPRSRVPELVTKRFPADLRLPALVPPPPPALRELELQRRPTGDFGFSLRRTTMLDRAPEGQAYRRVVHFAEPGAGTKDLALGLVPGDRLVEINGQNVENKSRDEIVEMIRQSG.... Result: 1 (interaction).